Dataset: Reaction yield outcomes from USPTO patents with 853,638 reactions. Task: Predict the reaction yield, written as a fraction of the theoretical maximum amount of product (1.0 means a 100% yield; for example, 0.34 means a 34% yield). (1) The reactants are [C:1]([NH:5][S:6]([C:9]1[C:18]2[C:13](=[CH:14][CH:15]=[CH:16][CH:17]=2)[C:12]([N:19]2[C:23]([CH2:24][CH:25]3[CH2:30][CH2:29][CH2:28][CH2:27][CH2:26]3)=[CH:22][C:21]([C:31]([O:33][CH2:34][CH3:35])=[O:32])=[N:20]2)=[CH:11][CH:10]=1)(=[O:8])=[O:7])([CH3:4])([CH3:3])[CH3:2].C(Cl)[Cl:37]. No catalyst specified. The product is [C:1]([NH:5][S:6]([C:9]1[C:18]2[C:13](=[CH:14][CH:15]=[CH:16][CH:17]=2)[C:12]([N:19]2[C:23]([CH2:24][CH:25]3[CH2:30][CH2:29][CH2:28][CH2:27][CH2:26]3)=[C:22]([Cl:37])[C:21]([C:31]([O:33][CH2:34][CH3:35])=[O:32])=[N:20]2)=[CH:11][CH:10]=1)(=[O:8])=[O:7])([CH3:3])([CH3:4])[CH3:2]. The yield is 0.940. (2) The reactants are Cl[CH2:2][C:3]([O:5][C:6]([CH3:9])([CH3:8])[CH3:7])=[O:4].C(=O)([O-])[O-].[K+].[K+].[CH3:16][N:17]1[CH2:22][CH2:21][NH:20][CH2:19][CH2:18]1. The catalyst is C(#N)C. The product is [C:6]([O:5][C:3](=[O:4])[CH2:2][N:20]1[CH2:21][CH2:22][N:17]([CH3:16])[CH2:18][CH2:19]1)([CH3:9])([CH3:8])[CH3:7]. The yield is 0.790.